This data is from Forward reaction prediction with 1.9M reactions from USPTO patents (1976-2016). The task is: Predict the product of the given reaction. (1) Given the reactants Br[C:2]1[N:10]([CH2:11][C:12]2[CH:17]=[CH:16][C:15]([Cl:18])=[CH:14][CH:13]=2)[C:9]2[C:8](=[O:19])[N:7]([CH2:20][CH2:21][CH2:22][OH:23])[C:6](=[O:24])[N:5]([CH3:25])[C:4]=2[N:3]=1.[Cl:26][C:27]1[CH:28]=[C:29]([OH:38])[CH:30]=[C:31]([O:33][C:34]([F:37])([F:36])[F:35])[CH:32]=1.C(=O)([O-])[O-].[K+].[K+], predict the reaction product. The product is: [Cl:26][C:27]1[CH:28]=[C:29]([CH:30]=[C:31]([O:33][C:34]([F:35])([F:36])[F:37])[CH:32]=1)[O:38][C:2]1[N:10]([CH2:11][C:12]2[CH:17]=[CH:16][C:15]([Cl:18])=[CH:14][CH:13]=2)[C:9]2[C:8](=[O:19])[N:7]([CH2:20][CH2:21][CH2:22][OH:23])[C:6](=[O:24])[N:5]([CH3:25])[C:4]=2[N:3]=1. (2) Given the reactants FC1C=C(N)C(N)=CC=1OC.[CH:12]([O:15][C:16]1[CH:22]=[CH:21][C:19]([NH2:20])=[C:18]([N+:23]([O-])=O)[CH:17]=1)([CH3:14])[CH3:13].FC1C(OC)=CC(N)=C([N+]([O-])=O)C=1, predict the reaction product. The product is: [CH:12]([O:15][C:16]1[CH:17]=[C:18]([NH2:23])[C:19]([NH2:20])=[CH:21][CH:22]=1)([CH3:14])[CH3:13]. (3) Given the reactants [Br:1][C:2]1[CH:3]=[C:4]([CH:7]=[CH:8][C:9]=1[OH:10])[CH:5]=[O:6].[CH2:11](I)[CH3:12], predict the reaction product. The product is: [Br:1][C:2]1[CH:3]=[C:4]([CH:7]=[CH:8][C:9]=1[O:10][CH2:11][CH3:12])[CH:5]=[O:6].